Task: Regression. Given two drug SMILES strings and cell line genomic features, predict the synergy score measuring deviation from expected non-interaction effect.. Dataset: NCI-60 drug combinations with 297,098 pairs across 59 cell lines (1) Drug 1: C1=CC(=CC=C1CCCC(=O)O)N(CCCl)CCCl. Drug 2: CN(CCCl)CCCl.Cl. Cell line: ACHN. Synergy scores: CSS=31.1, Synergy_ZIP=-6.60, Synergy_Bliss=-7.01, Synergy_Loewe=-11.3, Synergy_HSA=-4.60. (2) Drug 1: C1=NC2=C(N=C(N=C2N1C3C(C(C(O3)CO)O)F)Cl)N. Drug 2: C1CN(P(=O)(OC1)NCCCl)CCCl. Cell line: MDA-MB-231. Synergy scores: CSS=10.1, Synergy_ZIP=-3.91, Synergy_Bliss=1.49, Synergy_Loewe=-3.66, Synergy_HSA=-1.10. (3) Drug 1: CC12CCC3C(C1CCC2=O)CC(=C)C4=CC(=O)C=CC34C. Drug 2: B(C(CC(C)C)NC(=O)C(CC1=CC=CC=C1)NC(=O)C2=NC=CN=C2)(O)O. Cell line: DU-145. Synergy scores: CSS=45.8, Synergy_ZIP=-3.78, Synergy_Bliss=-8.31, Synergy_Loewe=-6.22, Synergy_HSA=-6.22. (4) Drug 1: CCC1=C2CN3C(=CC4=C(C3=O)COC(=O)C4(CC)O)C2=NC5=C1C=C(C=C5)O. Drug 2: C1=CC=C(C(=C1)C(C2=CC=C(C=C2)Cl)C(Cl)Cl)Cl. Cell line: ACHN. Synergy scores: CSS=23.3, Synergy_ZIP=-0.583, Synergy_Bliss=0.440, Synergy_Loewe=-41.5, Synergy_HSA=0.0165. (5) Drug 1: CC1=C2C(C(=O)C3(C(CC4C(C3C(C(C2(C)C)(CC1OC(=O)C(C(C5=CC=CC=C5)NC(=O)C6=CC=CC=C6)O)O)OC(=O)C7=CC=CC=C7)(CO4)OC(=O)C)O)C)OC(=O)C. Synergy scores: CSS=54.9, Synergy_ZIP=11.3, Synergy_Bliss=10.2, Synergy_Loewe=-21.8, Synergy_HSA=8.80. Drug 2: C1C(C(OC1N2C=NC3=C2NC=NCC3O)CO)O. Cell line: LOX IMVI. (6) Drug 1: C1=C(C(=O)NC(=O)N1)F. Drug 2: N.N.Cl[Pt+2]Cl. Cell line: HCT-15. Synergy scores: CSS=27.2, Synergy_ZIP=-1.04, Synergy_Bliss=-7.60, Synergy_Loewe=-13.6, Synergy_HSA=-8.84. (7) Drug 1: C1=C(C(=O)NC(=O)N1)N(CCCl)CCCl. Drug 2: C1C(C(OC1N2C=C(C(=O)NC2=O)F)CO)O. Cell line: EKVX. Synergy scores: CSS=8.61, Synergy_ZIP=-4.92, Synergy_Bliss=-3.79, Synergy_Loewe=-5.09, Synergy_HSA=-3.04. (8) Drug 1: CCC1(CC2CC(C3=C(CCN(C2)C1)C4=CC=CC=C4N3)(C5=C(C=C6C(=C5)C78CCN9C7C(C=CC9)(C(C(C8N6C=O)(C(=O)OC)O)OC(=O)C)CC)OC)C(=O)OC)O.OS(=O)(=O)O. Drug 2: CC1=C(C=C(C=C1)C(=O)NC2=CC(=CC(=C2)C(F)(F)F)N3C=C(N=C3)C)NC4=NC=CC(=N4)C5=CN=CC=C5. Cell line: NCI/ADR-RES. Synergy scores: CSS=4.69, Synergy_ZIP=-4.06, Synergy_Bliss=-6.62, Synergy_Loewe=-6.83, Synergy_HSA=-5.05. (9) Drug 1: C1=NC(=NC(=O)N1C2C(C(C(O2)CO)O)O)N. Drug 2: CC1=C(N=C(N=C1N)C(CC(=O)N)NCC(C(=O)N)N)C(=O)NC(C(C2=CN=CN2)OC3C(C(C(C(O3)CO)O)O)OC4C(C(C(C(O4)CO)O)OC(=O)N)O)C(=O)NC(C)C(C(C)C(=O)NC(C(C)O)C(=O)NCCC5=NC(=CS5)C6=NC(=CS6)C(=O)NCCC[S+](C)C)O. Cell line: OVCAR-4. Synergy scores: CSS=19.5, Synergy_ZIP=-9.97, Synergy_Bliss=-1.82, Synergy_Loewe=0.425, Synergy_HSA=1.26.